This data is from Full USPTO retrosynthesis dataset with 1.9M reactions from patents (1976-2016). The task is: Predict the reactants needed to synthesize the given product. (1) The reactants are: [C:1]([O:5][C:6](=[O:19])[NH:7][C@@H:8]([CH2:17][OH:18])[CH2:9][C:10]1[CH:15]=[CH:14][C:13]([OH:16])=[CH:12][CH:11]=1)([CH3:4])([CH3:3])[CH3:2].Cl[C:21]1[C:26]([C:27]#[N:28])=[CH:25][CH:24]=[CH:23][N:22]=1.C(=O)([O-])[O-].[K+].[K+]. Given the product [C:1]([O:5][C:6](=[O:19])[NH:7][C@@H:8]([CH2:17][OH:18])[CH2:9][C:10]1[CH:11]=[CH:12][C:13]([O:16][C:21]2[C:26]([C:27]#[N:28])=[CH:25][CH:24]=[CH:23][N:22]=2)=[CH:14][CH:15]=1)([CH3:3])([CH3:2])[CH3:4], predict the reactants needed to synthesize it. (2) Given the product [CH3:15][N:12]1[CH:13]=[C:9]([B:4]2[O:5][C:6]([CH3:7])([CH3:8])[C:2]([CH3:14])([CH3:1])[O:3]2)[CH:10]=[N:11]1, predict the reactants needed to synthesize it. The reactants are: [CH3:1][C:2]1([CH3:14])[C:6]([CH3:8])([CH3:7])[O:5][B:4]([C:9]2[CH:10]=[N:11][NH:12][CH:13]=2)[O:3]1.[CH3:15]COC(C)=O. (3) Given the product [I:45][C:40]1[CH:39]=[C:38]([CH2:37][CH2:36][S:33](=[O:35])(=[O:34])[NH:32][CH3:31])[CH:43]=[CH:42][C:41]=1[NH:44][C:46](=[O:48])[CH3:47], predict the reactants needed to synthesize it. The reactants are: CNS(CCC1C=CC(N)=CC=1)(=O)=O.C(=O)(O)[O-].[Na+].II.S(S([O-])=O)([O-])(=O)=O.[Na+].[Na+].[CH3:31][NH:32][S:33]([CH2:36][CH2:37][C:38]1[CH:43]=[CH:42][C:41]([NH2:44])=[C:40]([I:45])[CH:39]=1)(=[O:35])=[O:34].[C:46](OC(=O)C)(=[O:48])[CH3:47].